This data is from Catalyst prediction with 721,799 reactions and 888 catalyst types from USPTO. The task is: Predict which catalyst facilitates the given reaction. (1) Product: [F:21][C:22]1[CH:27]=[CH:26][C:25]([S:28]([N:6]2[CH2:7][C@H:8]3[C@H:4]([C:3]3([CH3:13])[CH3:2])[C@H:5]2[C:9]([O:11][CH3:12])=[O:10])(=[O:30])=[O:29])=[CH:24][CH:23]=1. Reactant: Cl.[CH3:2][C:3]1([CH3:13])[C@@H:8]2[C@H:4]1[C@@H:5]([C:9]([O:11][CH3:12])=[O:10])[NH:6][CH2:7]2.C(=O)([O-])[O-].[Na+].[Na+].O.[F:21][C:22]1[CH:27]=[CH:26][C:25]([S:28](Cl)(=[O:30])=[O:29])=[CH:24][CH:23]=1. The catalyst class is: 7. (2) Reactant: [CH2:1]([N:3]1[CH2:8][CH2:7][NH:6][CH2:5][CH2:4]1)[CH3:2].[F:9][C:10]1[CH:15]=[C:14](F)[CH:13]=[CH:12][C:11]=1[N+:17]([O-:19])=[O:18].C(=O)([O-])[O-].[K+].[K+]. Product: [CH2:1]([N:3]1[CH2:8][CH2:7][N:6]([C:14]2[CH:13]=[CH:12][C:11]([N+:17]([O-:19])=[O:18])=[C:10]([F:9])[CH:15]=2)[CH2:5][CH2:4]1)[CH3:2]. The catalyst class is: 18.